This data is from Reaction yield outcomes from USPTO patents with 853,638 reactions. The task is: Predict the reaction yield, written as a fraction of the theoretical maximum amount of product (1.0 means a 100% yield; for example, 0.34 means a 34% yield). The reactants are Cl[C:2]1[C:11]2[C:6](=[CH:7][CH:8]=[CH:9][CH:10]=2)[N:5]=[CH:4][N:3]=1.C[O-].[Na+]. The catalyst is CO. The product is [N:5]1[C:6]2[C:11](=[CH:10][CH:9]=[CH:8][CH:7]=2)[CH:2]=[N:3][CH:4]=1. The yield is 0.980.